This data is from Experimentally validated miRNA-target interactions with 360,000+ pairs, plus equal number of negative samples. The task is: Binary Classification. Given a miRNA mature sequence and a target amino acid sequence, predict their likelihood of interaction. (1) The miRNA is mmu-miR-669n with sequence AUUUGUGUGUGGAUGUGUGU. The protein sequence of the target gene is MDDLSEANGSFAISLLKILSEKDKSRNLFFCPMSVSSALAMVYLGAKGNTATQMSEVLGLSGNGDVHQSFQTLLAEINKTDTQYLLKSACRLFGEESCDFLSTFKESCHKFYQAGLEELSFAKDTEGCRKHINDWVSEKTEGKISEVLSPGTVCPLTKLVLVNAMYFKGKWKAQFDRKYTRGMPFKTNQEKKTVQMMFKHAKFKMGHVDEVNMQVLALPYAEEELSMVILLPDESTDLAVVEKALTYEKLRAWTNPETLTESQVQVFLPRLKLEESYDLETVLQNLGMTDAFEETRADFS.... Result: 0 (no interaction). (2) The miRNA is mmu-miR-466l-5p with sequence UUGUGUGUACAUGUACAUGUAU. The protein sequence of the target gene is MLAKGLPPRSVLVKGCQTFLSAPREGLGRLRVPTGEGAGISTRSPRPFNEIPSPGDNGWLNLYHFWRETGTHKVHLHHVQNFQKYGPIYREKLGNVESVYVIDPEDVALLFKSEGPNPERFLIPPWVAYHQYYQRPIGVLLKKSAAWKKDRVALNQEVMAPEATKNFLPLLDAVSRDFVSVLHRRIKKAGSGNYSGDISDDLFRFAFESITNVIFGERQGMLEEVVNPEAQRFIDAIYQMFHTSVPMLNLPPDLFRLFRTKTWKDHVAAWDVIFSKADIYTQNFYWELRQKGSVHHDYRG.... Result: 0 (no interaction). (3) The miRNA is cel-miR-794-5p with sequence UGAGGUAAUCAUCGUUGUCACU. The protein sequence of the target gene is MAGTQACSATRFSCPPHFTEMSPDSEPSRFSLEALTGPDTELWLIQAPADFAPQCLNGRRVPLSGSKTVKGKLDGKKHRYRVFTSSPQAREATLLASSSEAGGRLTCAPAPSGSLRIMEGPQEYLLSRVPLQLIPTSLPPQIPAGLRPRFSAFGGSPPVTGPGSASALRSPTSGKRKSTRKGTDASSDTQEAVNRHGAMEVKTALGNLGVSVKKRKRYFMQEEMEAKTMEPVAELPVPSATSSKKRKKSKGTETSQVEHTEPVAQTEPPEGTFLFPTKKRKRQKEADGTEEVDGIVADSQ.... Result: 0 (no interaction). (4) The miRNA is hsa-miR-7853-5p with sequence UCAAAUGCAGAUCCUGACUUC. The protein sequence of the target gene is MIPANASARKGPEGKYPLHYLVWHNRHRELEKEVRAGQVDIEQLDPRGRTPLHLATTLGHLECARVLLAHGADVGRENRSGWTVLQEAVSTRDLELVQLVLRYRDYQRVVKRLAGIPMLLEKLRKAQDFYVEMKWEFTSWVPLVSKICPSDTYKVWKSGQNLRVDTTLLGFDHMTWQRGNRSFVFRGQDTSAVVMEIDHDRRVVYMETLALAGQDRELLLAAAQPSEEQVLSRLTAPVVTTQLDTKNISFERNKTGILGWRSEKTEMVNGYEAKVYGASNVELITRTRTEHLSEQHKGKV.... Result: 0 (no interaction). (5) The miRNA is hsa-miR-4311 with sequence GAAAGAGAGCUGAGUGUG. The protein sequence of the target gene is MEMETTEPEPDCVVQPPSPPDDFSCQMRLSEKITPLKTCFKKKDQKRLGTGTLRSLRPILNTLLESGSLDGVFRSRNQSTDENSLHEPMMKKAMEINSSCPPAENNMSVLIPDRTNVGDQIPEAHPSTEAPERVVPIQDHSFPSETLSGTVADSTPAHFQTDLLHPVSSDVPTSPDCLDKVIDYVPGIFQENSFTIQYILDTSDKLSTELFQDKSEEASLDLVFELVNQLQYHTHQENGIEICMDFLQGTCIYGRDCLKHHTVLPYHWQIKRTTTQKWQSVFNDSQEHLERFYCNPENDR.... Result: 1 (interaction).